Predict the reactants needed to synthesize the given product. From a dataset of Full USPTO retrosynthesis dataset with 1.9M reactions from patents (1976-2016). (1) Given the product [NH2:8][C:9]1[C:10]([C:19]([NH:7][C:2]2[CH:3]=[CH:4][CH:5]=[CH:6][N:1]=2)=[O:20])=[N:11][C:12]([CH2:15][CH2:16][CH2:17][CH3:18])=[CH:13][N:14]=1, predict the reactants needed to synthesize it. The reactants are: [N:1]1[CH:6]=[CH:5][CH:4]=[CH:3][C:2]=1[NH2:7].[NH2:8][C:9]1[C:10]([C:19](O)=[O:20])=[N:11][C:12]([CH2:15][CH2:16][CH2:17][CH3:18])=[CH:13][N:14]=1. (2) Given the product [Cl:40][C:41]1[S:70][C:44]2[NH:45][C:46]([C:48]([NH:50][CH:51]3[CH2:60][C:59]4[C:54](=[CH:55][CH:56]=[CH:57][CH:58]=4)[N:53]([CH2:61][CH2:62][O:63][CH3:64])[C:52]3=[O:69])=[O:49])=[CH:47][C:43]=2[CH:42]=1, predict the reactants needed to synthesize it. The reactants are: CCN=C=NCCCN(C)C.ClC1SC2NC(C(NC3CC4C(=CC=CC=4)N(CC(O)CO)C3=O)=O)=CC=2C=1.[Cl:40][C:41]1[S:70][C:44]2[NH:45][C:46]([C:48]([NH:50][CH:51]3[CH2:60][C:59]4[C:54](=[CH:55][CH:56]=[CH:57][CH:58]=4)[N:53]([CH2:61][C@@H:62]4CO[C:64](C)(C)[O:63]4)[C:52]3=[O:69])=[O:49])=[CH:47][C:43]=2[CH:42]=1.